From a dataset of Catalyst prediction with 721,799 reactions and 888 catalyst types from USPTO. Predict which catalyst facilitates the given reaction. (1) Reactant: [CH2:1]([O:8][C:9]1[CH:17]=[C:16]([O:18][CH2:19][C:20]2[CH:25]=[CH:24][CH:23]=[CH:22][CH:21]=2)[C:15]([Br:26])=[CH:14][C:10]=1[C:11](O)=[O:12])[C:2]1[CH:7]=[CH:6][CH:5]=[CH:4][CH:3]=1.[H-].[Al+3].[Li+].[H-].[H-].[H-]. Product: [CH2:1]([O:8][C:9]1[CH:17]=[C:16]([O:18][CH2:19][C:20]2[CH:25]=[CH:24][CH:23]=[CH:22][CH:21]=2)[C:15]([Br:26])=[CH:14][C:10]=1[CH2:11][OH:12])[C:2]1[CH:3]=[CH:4][CH:5]=[CH:6][CH:7]=1. The catalyst class is: 7. (2) Product: [F:45][C:42]1[CH:43]=[CH:44][C:39]([C:34]2[CH:35]=[CH:36][CH:37]=[CH:38][C:33]=2[CH2:32][N:22]2[C:23]([CH2:25][CH2:26][OH:27])=[CH:24][N:20]=[CH:21]2)=[CH:40][CH:41]=1. The catalyst class is: 2. Reactant: C([N:20]1[CH:24]=[C:23]([CH2:25][CH2:26][OH:27])[N:22]=[CH:21]1)(C1C=CC=CC=1)(C1C=CC=CC=1)C1C=CC=CC=1.C(#N)C.Br[CH2:32][C:33]1[CH:38]=[CH:37][CH:36]=[CH:35][C:34]=1[C:39]1[CH:44]=[CH:43][C:42]([F:45])=[CH:41][CH:40]=1. (3) Reactant: [N:1]1([CH2:6][C:7]([C:9]2[CH:29]=[CH:28][C:12]([O:13][CH2:14][CH2:15][CH2:16][CH2:17][CH2:18][O:19][C:20]3[CH:21]=[CH:22][CH:23]=[C:24]([CH:27]=3)[C:25]#[N:26])=[CH:11][CH:10]=2)=[O:8])[CH:5]=[N:4][CH:3]=[N:2]1.C(O)(=O)C.[Na].[Br:35]Br. Product: [Br:35][CH:6]([N:1]1[CH:5]=[N:4][CH:3]=[N:2]1)[C:7]([C:9]1[CH:10]=[CH:11][C:12]([O:13][CH2:14][CH2:15][CH2:16][CH2:17][CH2:18][O:19][C:20]2[CH:21]=[CH:22][CH:23]=[C:24]([CH:27]=2)[C:25]#[N:26])=[CH:28][CH:29]=1)=[O:8]. The catalyst class is: 676. (4) Reactant: [Br:1][C:2]1[N:7]=[C:6]([NH:8][C:9]2[CH:13]=[C:12]([CH:14]3[CH2:16][CH2:15]3)[NH:11][N:10]=2)[C:5]([C:17](OCC)=[O:18])=[CH:4][N:3]=1.[H-].[H-].[H-].[H-].[Li+].[Al+3]. Product: [Br:1][C:2]1[N:7]=[C:6]([NH:8][C:9]2[CH:13]=[C:12]([CH:14]3[CH2:15][CH2:16]3)[NH:11][N:10]=2)[C:5]([CH2:17][OH:18])=[CH:4][N:3]=1. The catalyst class is: 1. (5) Reactant: [CH2:1]([C:5]1[N:6]([CH2:13][C:14]2[CH:19]=[CH:18][C:17]([C:20]3[C:21]([C:26]#[N:27])=[CH:22][CH:23]=[CH:24][CH:25]=3)=[CH:16][C:15]=2[F:28])[C:7](=[O:12])[CH:8]=[C:9]([CH3:11])[N:10]=1)[CH2:2][CH2:3][CH3:4].C([O-])(=O)C.[Na+].[Br:34]Br. Product: [Br:34][C:8]1[C:7](=[O:12])[N:6]([CH2:13][C:14]2[CH:19]=[CH:18][C:17]([C:20]3[C:21]([C:26]#[N:27])=[CH:22][CH:23]=[CH:24][CH:25]=3)=[CH:16][C:15]=2[F:28])[C:5]([CH2:1][CH2:2][CH2:3][CH3:4])=[N:10][C:9]=1[CH3:11]. The catalyst class is: 342.